The task is: Predict the reactants needed to synthesize the given product.. This data is from Full USPTO retrosynthesis dataset with 1.9M reactions from patents (1976-2016). (1) Given the product [F:3][C:4]1[C:9]([F:10])=[CH:8][CH:7]=[CH:6][C:5]=1[C@H:11]1[CH2:17][N:16]2[C:18]([CH:21]([O:26][CH3:36])[C:22]([F:24])([F:23])[F:25])=[CH:19][N:20]=[C:15]2[C@H:14]([NH:27][C:28](=[O:34])[O:29][C:30]([CH3:31])([CH3:33])[CH3:32])[CH2:13][CH2:12]1, predict the reactants needed to synthesize it. The reactants are: [H-].[Na+].[F:3][C:4]1[C:9]([F:10])=[CH:8][CH:7]=[CH:6][C:5]=1[C@H:11]1[CH2:17][N:16]2[C:18]([CH:21]([OH:26])[C:22]([F:25])([F:24])[F:23])=[CH:19][N:20]=[C:15]2[C@H:14]([NH:27][C:28](=[O:34])[O:29][C:30]([CH3:33])([CH3:32])[CH3:31])[CH2:13][CH2:12]1.I[CH3:36]. (2) Given the product [CH3:15][S:16]([C:19]1[CH:24]=[CH:23][C:22]([C:2]2[CH:11]=[N:10][CH:9]=[C:8]3[C:3]=2[CH:4]=[C:5]([C:12]([NH2:14])=[O:13])[CH:6]=[N:7]3)=[CH:21][CH:20]=1)(=[O:18])=[O:17], predict the reactants needed to synthesize it. The reactants are: Br[C:2]1[CH:11]=[N:10][CH:9]=[C:8]2[C:3]=1[CH:4]=[C:5]([C:12]([NH2:14])=[O:13])[CH:6]=[N:7]2.[CH3:15][S:16]([C:19]1[CH:24]=[CH:23][C:22](B(O)O)=[CH:21][CH:20]=1)(=[O:18])=[O:17].C(=O)([O-])[O-].[Cs+].[Cs+]. (3) Given the product [Cl:23][C:20]1[CH:21]=[CH:22][C:17]([C:15]2[N:14]([C:24]3[CH:29]=[CH:28][CH:27]=[CH:26][C:25]=3[O:30][CH3:31])[N:13]=[C:12]([O:11][CH:8]3[CH2:9][CH2:10][C:5](=[O:4])[CH2:6][CH2:7]3)[CH:16]=2)=[CH:18][CH:19]=1, predict the reactants needed to synthesize it. The reactants are: O1[C:5]2([CH2:10][CH2:9][CH:8]([O:11][C:12]3[CH:16]=[C:15]([C:17]4[CH:22]=[CH:21][C:20]([Cl:23])=[CH:19][CH:18]=4)[N:14]([C:24]4[CH:29]=[CH:28][CH:27]=[CH:26][C:25]=4[O:30][CH3:31])[N:13]=3)[CH2:7][CH2:6]2)[O:4]CC1. (4) Given the product [F:17][C:12]1[CH:13]=[CH:14][CH:15]=[CH:16][C:11]=1[CH2:10][N:9]1[CH:18]=[C:19]([CH3:20])[C:2]([C:3]([O:5][CH2:6][CH3:7])=[O:4])=[N:8]1, predict the reactants needed to synthesize it. The reactants are: Cl[C:2](=[N:8][NH:9][CH2:10][C:11]1[CH:16]=[CH:15][CH:14]=[CH:13][C:12]=1[F:17])[C:3]([O:5][CH2:6][CH3:7])=[O:4].[CH:18](OCC)=[CH:19][CH3:20]. (5) Given the product [F:26][C:27]1[CH:32]=[CH:31][C:30]([O:33][CH2:2][C:3]2[N:4]=[C:5]3[S:12][C:11]([CH3:13])=[C:10]([C:14]([O:16][CH3:17])=[O:15])[N:6]3[C:7](=[O:9])[CH:8]=2)=[CH:29][CH:28]=1, predict the reactants needed to synthesize it. The reactants are: Cl[CH2:2][C:3]1[N:4]=[C:5]2[S:12][C:11]([CH3:13])=[C:10]([C:14]([O:16][CH3:17])=[O:15])[N:6]2[C:7](=[O:9])[CH:8]=1.[I-].[K+].C(=O)([O-])[O-].[K+].[K+].[F:26][C:27]1[CH:32]=[CH:31][C:30]([OH:33])=[CH:29][CH:28]=1. (6) Given the product [I:27][C:11]1[C:6]([NH:5][C:3](=[O:4])[C:2]([CH3:13])([CH3:12])[CH3:1])=[N:7][CH:8]=[CH:9][CH:10]=1, predict the reactants needed to synthesize it. The reactants are: [CH3:1][C:2]([CH3:13])([CH3:12])[C:3]([NH:5][C:6]1[CH:11]=[CH:10][CH:9]=[CH:8][N:7]=1)=[O:4].CN(C)CCN(C)C.C([Li])CCC.[I:27]I.